Regression. Given two drug SMILES strings and cell line genomic features, predict the synergy score measuring deviation from expected non-interaction effect. From a dataset of NCI-60 drug combinations with 297,098 pairs across 59 cell lines. (1) Drug 1: CC(C1=C(C=CC(=C1Cl)F)Cl)OC2=C(N=CC(=C2)C3=CN(N=C3)C4CCNCC4)N. Drug 2: C1=CC=C(C=C1)NC(=O)CCCCCCC(=O)NO. Cell line: RPMI-8226. Synergy scores: CSS=-8.80, Synergy_ZIP=-12.3, Synergy_Bliss=-21.4, Synergy_Loewe=-34.3, Synergy_HSA=-25.0. (2) Drug 1: C1=NC(=NC(=O)N1C2C(C(C(O2)CO)O)O)N. Drug 2: CC12CCC3C(C1CCC2O)C(CC4=C3C=CC(=C4)O)CCCCCCCCCS(=O)CCCC(C(F)(F)F)(F)F. Cell line: NCI-H522. Synergy scores: CSS=7.30, Synergy_ZIP=-4.36, Synergy_Bliss=-2.72, Synergy_Loewe=-6.60, Synergy_HSA=-2.36. (3) Drug 1: CC(C)(C#N)C1=CC(=CC(=C1)CN2C=NC=N2)C(C)(C)C#N. Drug 2: CC1=C(C=C(C=C1)C(=O)NC2=CC(=CC(=C2)C(F)(F)F)N3C=C(N=C3)C)NC4=NC=CC(=N4)C5=CN=CC=C5. Cell line: TK-10. Synergy scores: CSS=-3.12, Synergy_ZIP=0.494, Synergy_Bliss=-3.24, Synergy_Loewe=-3.68, Synergy_HSA=-6.26. (4) Drug 1: C1CNP(=O)(OC1)N(CCCl)CCCl. Drug 2: CCC1(C2=C(COC1=O)C(=O)N3CC4=CC5=C(C=CC(=C5CN(C)C)O)N=C4C3=C2)O.Cl. Cell line: HCT116. Synergy scores: CSS=0.855, Synergy_ZIP=-19.9, Synergy_Bliss=-41.4, Synergy_Loewe=-66.7, Synergy_HSA=-39.3.